Dataset: Full USPTO retrosynthesis dataset with 1.9M reactions from patents (1976-2016). Task: Predict the reactants needed to synthesize the given product. (1) Given the product [NH2:6][C:7]1[CH:12]=[CH:11][C:10]([S:13][C:14]2[CH:19]=[CH:18][C:17]([C:20]([NH:21][C:22]3[CH:27]=[CH:26][C:25]([C:28]([F:31])([F:29])[F:30])=[CH:24][N:23]=3)=[O:32])=[CH:16][C:15]=2[NH:33][C:34]2[C:35]3[CH:43]=[CH:42][C:41]([CH:44]([CH3:46])[CH3:45])=[N:40][C:36]=3[N:37]=[CH:38][N:39]=2)=[CH:9][CH:8]=1, predict the reactants needed to synthesize it. The reactants are: ClC(Cl)(Cl)COC(=O)[NH:6][C:7]1[CH:12]=[CH:11][C:10]([S:13][C:14]2[CH:19]=[CH:18][C:17]([C:20](=[O:32])[NH:21][C:22]3[CH:27]=[CH:26][C:25]([C:28]([F:31])([F:30])[F:29])=[CH:24][N:23]=3)=[CH:16][C:15]=2[NH:33][C:34]2[C:35]3[CH:43]=[CH:42][C:41]([CH:44]([CH3:46])[CH3:45])=[N:40][C:36]=3[N:37]=[CH:38][N:39]=2)=[CH:9][CH:8]=1.[OH-].[Na+].Cl. (2) The reactants are: [C:1](Cl)(=[O:8])[C:2]1[CH:7]=[CH:6][CH:5]=[CH:4][CH:3]=1.[C:10]([O:14][C:15]([N:17]1[C:25]2[C:20](=[CH:21][C:22]([NH2:26])=[CH:23][CH:24]=2)[CH2:19][CH2:18]1)=[O:16])([CH3:13])([CH3:12])[CH3:11].C(N(CC)CC)C. Given the product [C:10]([O:14][C:15]([N:17]1[C:25]2[C:20](=[CH:21][C:22]([NH:26][C:1](=[O:8])[C:2]3[CH:7]=[CH:6][CH:5]=[CH:4][CH:3]=3)=[CH:23][CH:24]=2)[CH2:19][CH2:18]1)=[O:16])([CH3:13])([CH3:11])[CH3:12], predict the reactants needed to synthesize it. (3) Given the product [CH2:4]([O:6][CH:7]([O:11][CH2:12][CH3:13])[CH2:8][CH:9]1[CH2:3][CH2:10]1)[CH3:5], predict the reactants needed to synthesize it. The reactants are: [N+](=[CH2:3])=[N-].[CH2:4]([O:6][CH:7]([O:11][CH2:12][CH3:13])[CH2:8][CH:9]=[CH2:10])[CH3:5].N#N. (4) The reactants are: [CH3:1][O:2][C:3]1[N:8]=[CH:7][C:6]([C:9]2[N:17]3[C:12]([CH:13]=[N:14][C:15](OS(C(F)(F)F)(=O)=O)=[N:16]3)=[CH:11][CH:10]=2)=[CH:5][CH:4]=1.[NH2:26][C:27]1[CH:28]=[C:29]2[C:33](=[CH:34][CH:35]=1)[CH2:32][N:31]([CH2:36][C:37]([NH2:39])=[O:38])[CH2:30]2. Given the product [CH3:1][O:2][C:3]1[N:8]=[CH:7][C:6]([C:9]2[N:17]3[C:12]([CH:13]=[N:14][C:15]([NH:26][C:27]4[CH:28]=[C:29]5[C:33](=[CH:34][CH:35]=4)[CH2:32][N:31]([CH2:36][C:37]([NH2:39])=[O:38])[CH2:30]5)=[N:16]3)=[CH:11][CH:10]=2)=[CH:5][CH:4]=1, predict the reactants needed to synthesize it.